Dataset: Forward reaction prediction with 1.9M reactions from USPTO patents (1976-2016). Task: Predict the product of the given reaction. Given the reactants [F:1][C:2]1[CH:7]=[CH:6][CH:5]=[C:4]([F:8])[C:3]=1[NH:9][C:10](=[O:29])[NH:11][C:12]1[CH:17]=[CH:16][C:15]([C:18]2[CH:22]=[C:21]([C:23]([O:25]CC)=[O:24])[O:20][N:19]=2)=[CH:14][C:13]=1[CH3:28].[OH-].[Na+].Cl, predict the reaction product. The product is: [F:8][C:4]1[CH:5]=[CH:6][CH:7]=[C:2]([F:1])[C:3]=1[NH:9][C:10](=[O:29])[NH:11][C:12]1[CH:17]=[CH:16][C:15]([C:18]2[CH:22]=[C:21]([C:23]([OH:25])=[O:24])[O:20][N:19]=2)=[CH:14][C:13]=1[CH3:28].